From a dataset of Catalyst prediction with 721,799 reactions and 888 catalyst types from USPTO. Predict which catalyst facilitates the given reaction. (1) Reactant: I[C:2]1[CH:7]=[CH:6][C:5]([I:8])=[CH:4][CH:3]=1.[NH:9]1[CH2:15][CH2:14][CH2:13][CH2:12][CH2:11][CH2:10]1.CN(C)CCO.P([O-])([O-])([O-])=O.[K+].[K+].[K+].C(=O)([O-])O.[Na+]. Product: [I:8][C:5]1[CH:6]=[CH:7][C:2]([N:9]2[CH2:15][CH2:14][CH2:13][CH2:12][CH2:11][CH2:10]2)=[CH:3][CH:4]=1. The catalyst class is: 536. (2) Reactant: C(C1C=CC(C(Cl)=O)=CC=1)CCC.[CH3:14][O:15][C:16]1[CH:17]=[C:18]2[C:23](=[CH:24][C:25]=1[O:26][CH3:27])[N:22]=[CH:21][CH:20]=[C:19]2[O:28][C:29]1[CH:35]=[CH:34][C:32]([NH2:33])=[CH:31][C:30]=1[F:36].[CH2:37]([C:41]1[CH:46]=[CH:45][C:44]([C:47]([N:49]=[C:50]=[S:51])=[O:48])=[CH:43][CH:42]=1)[CH2:38][CH2:39][CH3:40]. Product: [CH2:37]([C:41]1[CH:46]=[CH:45][C:44]([C:47]([N:49]=[C:50]=[S:51])=[O:48])=[CH:43][CH:42]=1)[CH2:38][CH2:39][CH3:40].[CH2:37]([C:41]1[CH:46]=[CH:45][C:44]([C:47]([NH:49][C:50]([NH:33][C:32]2[CH:34]=[CH:35][C:29]([O:28][C:19]3[C:18]4[C:23](=[CH:24][C:25]([O:26][CH3:27])=[C:16]([O:15][CH3:14])[CH:17]=4)[N:22]=[CH:21][CH:20]=3)=[C:30]([F:36])[CH:31]=2)=[S:51])=[O:48])=[CH:43][CH:42]=1)[CH2:38][CH2:39][CH3:40]. The catalyst class is: 234. (3) Reactant: Cl.[Cl:2][C:3]1[CH:4]=[CH:5][C:6]2[CH2:12][CH2:11][C:10]3[CH:13]=[CH:14][CH:15]=[CH:16][C:9]=3[N:8]([CH2:17][CH2:18][CH2:19][NH2:20])[C:7]=2[CH:21]=1.C(N(CC)CC)C.[C:29]1([S:35](Cl)(=[O:37])=[O:36])[CH:34]=[CH:33][CH:32]=[CH:31][CH:30]=1. Product: [Cl:2][C:3]1[CH:4]=[CH:5][C:6]2[CH2:12][CH2:11][C:10]3[CH:13]=[CH:14][CH:15]=[CH:16][C:9]=3[N:8]([CH2:17][CH2:18][CH2:19][NH:20][S:35]([C:29]3[CH:34]=[CH:33][CH:32]=[CH:31][CH:30]=3)(=[O:37])=[O:36])[C:7]=2[CH:21]=1. The catalyst class is: 3. (4) Reactant: [CH2:1]([C:3]1[NH:7][N:6]=[C:5]([NH2:8])[CH:4]=1)[CH3:2].[Cl:9][C:10]1[N:15]=[C:14](Cl)[C:13]([Cl:17])=[CH:12][N:11]=1.C([O-])([O-])=O.[Na+].[Na+].O. Product: [Cl:9][C:10]1[N:15]=[C:14]([NH:8][C:5]2[CH:4]=[C:3]([CH2:1][CH3:2])[NH:7][N:6]=2)[C:13]([Cl:17])=[CH:12][N:11]=1. The catalyst class is: 32. (5) Product: [F:1][C:2]([C:18]1[CH:26]=[CH:25][C:21]([C:22]([NH:50][C:43]2[CH:42]=[C:41]([N:30]3[CH:31]=[C:32]([NH:33][C:34](=[O:40])[O:35][C:36]([CH3:39])([CH3:38])[CH3:37])[CH:28]=[N:29]3)[CH:46]=[CH:45][CH:44]=2)=[O:23])=[CH:20][CH:19]=1)([F:17])[C:3]([NH:5][NH:6][C:7](=[O:16])[C:8]1[CH:13]=[CH:12][CH:11]=[CH:10][C:9]=1[O:14][CH3:15])=[O:4]. Reactant: [F:1][C:2]([C:18]1[CH:26]=[CH:25][C:21]([C:22](O)=[O:23])=[CH:20][CH:19]=1)([F:17])[C:3]([NH:5][NH:6][C:7](=[O:16])[C:8]1[CH:13]=[CH:12][CH:11]=[CH:10][C:9]=1[O:14][CH3:15])=[O:4].N[C:28]1[C:32]([NH:33][C:34](=[O:40])[O:35][C:36]([CH3:39])([CH3:38])[CH3:37])=[CH:31][N:30]([C:41]2[CH:46]=[CH:45][CH:44]=[CH:43][CH:42]=2)[N:29]=1.C([N:50](CC)C(C)C)(C)C.F[P-](F)(F)(F)(F)F.N1(O[P+](C(C)C)(C(C)C)C(C)C)C2C=CC=CC=2N=N1. The catalyst class is: 2.